From a dataset of Forward reaction prediction with 1.9M reactions from USPTO patents (1976-2016). Predict the product of the given reaction. Given the reactants [CH3:1][C:2]1[CH:3]([C:10]2[CH:17]=[CH:16][CH:15]=[CH:14][C:11]=2[CH:12]=O)[C:4]([CH3:9])=[C:5]([CH3:8])[C:6]=1[CH3:7].[F:18][C:19]1[C:24]([NH:25][NH2:26])=[C:23]([F:27])[C:22]([F:28])=[C:21]([F:29])[C:20]=1[F:30], predict the reaction product. The product is: [F:18][C:19]1[C:24]([NH:25][N:26]=[CH:12][C:11]2[CH:14]=[CH:15][CH:16]=[CH:17][C:10]=2[CH:3]2[C:2]([CH3:1])=[C:6]([CH3:7])[C:5]([CH3:8])=[C:4]2[CH3:9])=[C:23]([F:27])[C:22]([F:28])=[C:21]([F:29])[C:20]=1[F:30].